Dataset: Forward reaction prediction with 1.9M reactions from USPTO patents (1976-2016). Task: Predict the product of the given reaction. (1) Given the reactants [In].[Cl-].[In+3].[Cl-].[Cl-].[Cl-].[Li+].C(N(C)C)CCC.C(O[CH2:19][CH:20]=[CH:21][CH2:22][C:23]([C:34]#[N:35])([C:32]#[N:33])[CH2:24][C:25]1[CH:30]=[CH:29][CH:28]=[CH:27][C:26]=1I)(=O)C, predict the reaction product. The product is: [CH:20]([CH:21]1[C:26]2[C:25](=[CH:30][CH:29]=[CH:28][CH:27]=2)[CH2:24][C:23]([C:32]#[N:33])([C:34]#[N:35])[CH2:22]1)=[CH2:19]. (2) Given the reactants C[O:2][C:3](=[O:21])[CH2:4][CH2:5][CH2:6][CH2:7][C:8]1[O:9][C:10]([CH3:20])=[C:11]([C:13]2[CH:18]=[CH:17][CH:16]=[CH:15][C:14]=2[OH:19])[N:12]=1.C1COCC1.[OH-].[Na+], predict the reaction product. The product is: [OH:19][C:14]1[CH:15]=[CH:16][CH:17]=[CH:18][C:13]=1[C:11]1[N:12]=[C:8]([CH2:7][CH2:6][CH2:5][CH2:4][C:3]([OH:21])=[O:2])[O:9][C:10]=1[CH3:20]. (3) Given the reactants [ClH:1].Cl.[NH2:3][C:4]1[CH:23]=[CH:22][C:7]2[CH:8]=[C:9]([C:11]([NH:13][C@@H:14]3[CH:19]4[CH2:20][CH2:21][N:16]([CH2:17][CH2:18]4)[CH2:15]3)=[O:12])[S:10][C:6]=2[CH:5]=1.C(N(CC)CC)C.[CH3:31][O:32][C:33]1[CH:38]=[CH:37][C:36]([N:39]=[C:40]=[O:41])=[CH:35][C:34]=1[C:42]([F:45])([F:44])[F:43], predict the reaction product. The product is: [ClH:1].[N:16]12[CH2:21][CH2:20][CH:19]([CH2:18][CH2:17]1)[C@@H:14]([NH:13][C:11]([C:9]1[S:10][C:6]3[CH:5]=[C:4]([NH:3][C:40]([NH:39][C:36]4[CH:37]=[CH:38][C:33]([O:32][CH3:31])=[C:34]([C:42]([F:43])([F:45])[F:44])[CH:35]=4)=[O:41])[CH:23]=[CH:22][C:7]=3[CH:8]=1)=[O:12])[CH2:15]2. (4) Given the reactants [Cl:1][C:2]1[CH:3]=[C:4]([CH:7]=[CH:8][C:9]=1F)[C:5]#[N:6].CN.[CH:13]([N:16](C(C)C)CC)(C)C, predict the reaction product. The product is: [Cl:1][C:2]1[CH:3]=[C:4]([CH:7]=[CH:8][C:9]=1[NH:16][CH3:13])[C:5]#[N:6]. (5) The product is: [F:35][CH:16]([F:15])[C:17]1[N:18]([C:23]2[C:32]3[C:27](=[CH:28][CH:29]=[CH:30][CH:31]=3)[C:26]([CH2:33][CH3:34])=[CH:25][CH:24]=2)[C:19]([S:22][CH2:9][C:10]([O:12][CH2:13][CH3:14])=[O:11])=[N:20][N:21]=1. Given the reactants C(N(CC)CC)C.Br[CH2:9][C:10]([O:12][CH2:13][CH3:14])=[O:11].[F:15][CH:16]([F:35])[C:17]1[N:18]([C:23]2[C:32]3[C:27](=[CH:28][CH:29]=[CH:30][CH:31]=3)[C:26]([CH2:33][CH3:34])=[CH:25][CH:24]=2)[C:19]([SH:22])=[N:20][N:21]=1, predict the reaction product. (6) Given the reactants C1(OC(N2C[C@@H](P(C3C=CC=CC=3)C3C=CC=CC=3)C[C@H]2CP(C2C=CC=CC=2)C2C=CC=CC=2)=O)C=CC=CC=1.[CH:42](=[C:49]([CH2:53][C:54]([N:56]1[CH2:64][C@H:63]2[C@H:58]([CH2:59][CH2:60][CH2:61][CH2:62]2)[CH2:57]1)=[O:55])[C:50]([OH:52])=[O:51])[C:43]1[CH:48]=[CH:47][CH:46]=[CH:45][CH:44]=1, predict the reaction product. The product is: [CH:46]1[CH:45]=[CH:44][C:43]([CH2:42][C@H:49]([C:50]([OH:52])=[O:51])[CH2:53][C:54]([N:56]2[CH2:57][C@H:58]3[C@H:63]([CH2:62][CH2:61][CH2:60][CH2:59]3)[CH2:64]2)=[O:55])=[CH:48][CH:47]=1. (7) The product is: [CH3:9][O:8][C:5]1[CH:6]=[CH:7][C:2]([NH:13][C:14]2[CH:15]=[C:16]([N:20]3[CH2:21][CH2:22][N:23]([C:26](=[O:28])[CH3:27])[CH2:24][CH2:25]3)[CH:17]=[CH:18][CH:19]=2)=[C:3]([N+:10]([O-:12])=[O:11])[CH:4]=1. Given the reactants Br[C:2]1[CH:7]=[CH:6][C:5]([O:8][CH3:9])=[CH:4][C:3]=1[N+:10]([O-:12])=[O:11].[NH2:13][C:14]1[CH:15]=[C:16]([N:20]2[CH2:25][CH2:24][N:23]([C:26](=[O:28])[CH3:27])[CH2:22][CH2:21]2)[CH:17]=[CH:18][CH:19]=1.C1(P(C2C=CC=CC=2)C2C=CC3C(=CC=CC=3)C=2C2C3C(=CC=CC=3)C=CC=2P(C2C=CC=CC=2)C2C=CC=CC=2)C=CC=CC=1.C(=O)([O-])[O-].[Cs+].[Cs+], predict the reaction product.